Dataset: Forward reaction prediction with 1.9M reactions from USPTO patents (1976-2016). Task: Predict the product of the given reaction. (1) Given the reactants [C:1]([C:4]1[C:22](=[O:23])[C@@:8]2([CH3:24])[C:9]3[C:15]([OH:16])=[CH:14][C:13]([O:17][CH3:18])=[C:12]([C:19]([NH2:21])=[O:20])[C:10]=3[O:11][C:7]2=[CH:6][C:5]=1[OH:25])(=[O:3])[CH3:2].F[C:27]1[C:28]([CH3:35])=[C:29]([CH:32]=[CH:33][CH:34]=1)[CH:30]=O.C([SiH](CC)CC)C.[F:43]C(F)(F)C(O)=O, predict the reaction product. The product is: [C:1]([C:4]1[C:22](=[O:23])[C@@:8]2([CH3:24])[C:9]3[C:15]([OH:16])=[CH:14][C:13]([O:17][CH3:18])=[C:12]([C:19]([NH:21][CH2:30][CH:29]4[CH:32]=[CH:33][CH:34]=[CH:27][C:28]4([F:43])[CH3:35])=[O:20])[C:10]=3[O:11][C:7]2=[CH:6][C:5]=1[OH:25])(=[O:3])[CH3:2]. (2) Given the reactants [NH2:1][C:2]1[N:7]=[CH:6][N:5]=[C:4]2[N:8]([CH2:12][C@H:13]3[CH2:17][CH2:16][CH2:15][N:14]3[C:18]([O:20][C:21]([CH3:24])([CH3:23])[CH3:22])=[O:19])[N:9]=[C:10](I)[C:3]=12.[F:25][C:26]1[C:47]([F:48])=[CH:46][CH:45]=[CH:44][C:27]=1[O:28][C:29]1[CH:34]=[CH:33][C:32](B2OC(C)(C)C(C)(C)O2)=[CH:31][CH:30]=1.C(=O)([O-])[O-].[Na+].[Na+], predict the reaction product. The product is: [NH2:1][C:2]1[N:7]=[CH:6][N:5]=[C:4]2[N:8]([CH2:12][C@H:13]3[CH2:17][CH2:16][CH2:15][N:14]3[C:18]([O:20][C:21]([CH3:24])([CH3:23])[CH3:22])=[O:19])[N:9]=[C:10]([C:32]3[CH:31]=[CH:30][C:29]([O:28][C:27]4[CH:44]=[CH:45][CH:46]=[C:47]([F:48])[C:26]=4[F:25])=[CH:34][CH:33]=3)[C:3]=12. (3) Given the reactants [C:1]([N:4]1[CH2:9][CH2:8][N:7]([C:10]2[CH:11]=[CH:12][C:13]([CH2:16][CH2:17][C:18]3[CH:23]=[CH:22][C:21]([CH2:24][OH:25])=[CH:20][CH:19]=3)=[N:14][CH:15]=2)[CH2:6][CH2:5]1)(=[O:3])[CH3:2].[C:26]([N:33]1C=CN=C1)(N1C=CN=C1)=[O:27].[C:38]([O:42][C:43]([CH3:46])([CH3:45])[CH3:44])(=[O:41])[NH:39]N.O, predict the reaction product. The product is: [NH:33]([C:26]([O:25][CH2:24][C:21]1[CH:20]=[CH:19][C:18]([CH2:17][CH2:16][C:13]2[CH:12]=[CH:11][C:10]([N:7]3[CH2:6][CH2:5][N:4]([C:1](=[O:3])[CH3:2])[CH2:9][CH2:8]3)=[CH:15][N:14]=2)=[CH:23][CH:22]=1)=[O:27])[NH:39][C:38]([O:42][C:43]([CH3:46])([CH3:45])[CH3:44])=[O:41]. (4) Given the reactants [Cl:1][C:2]1[CH:21]=[CH:20][C:5]([CH:6]([N:14]2[CH2:19][CH2:18][NH:17][CH2:16][CH2:15]2)[C:7]2[CH:12]=[CH:11][C:10]([Cl:13])=[CH:9][CH:8]=2)=[CH:4][CH:3]=1.ClC(Cl)(O[C:26](=[O:32])[O:27]C(Cl)(Cl)Cl)Cl.O[N:35]1[C:39](=[O:40])[C:38]2=[CH:41][CH:42]=[CH:43][CH:44]=[C:37]2[C:36]1=[O:45].CCN(C(C)C)C(C)C, predict the reaction product. The product is: [Cl:1][C:2]1[CH:21]=[CH:20][C:5]([CH:6]([C:7]2[CH:8]=[CH:9][C:10]([Cl:13])=[CH:11][CH:12]=2)[N:14]2[CH2:15][CH2:16][N:17]([C:26]([O:27][N:35]3[C:39](=[O:40])[C:38]4[C:37](=[CH:44][CH:43]=[CH:42][CH:41]=4)[C:36]3=[O:45])=[O:32])[CH2:18][CH2:19]2)=[CH:4][CH:3]=1. (5) Given the reactants C([C@@H]([CH2:12][CH2:13][C@H:14]([CH2:18][C:19]1[CH:24]=[CH:23][CH:22]=[CH:21][CH:20]=1)[C:15](O)=[O:16])C(O)=O)C1C=CC=CC=1.[NH2:25][C@H:26]1[CH2:32][CH2:31][S:30][C@H:29]2[CH2:33][CH2:34][CH2:35][CH2:36][N:28]2[C:27]1=[O:37], predict the reaction product. The product is: [CH2:18]([C@@H:14]([CH2:13][CH2:12][C@H:14]([CH2:18][C:19]1[CH:24]=[CH:23][CH:22]=[CH:21][CH:20]=1)[C:15]([NH:25][C@H:26]1[CH2:32][CH2:31][S:30][C@H:29]2[CH2:33][CH2:34][CH2:35][CH2:36][N:28]2[C:27]1=[O:37])=[O:16])[C:15]([NH:25][C@H:26]1[CH2:32][CH2:31][S:30][C@H:29]2[CH2:33][CH2:34][CH2:35][CH2:36][N:28]2[C:27]1=[O:37])=[O:16])[C:19]1[CH:24]=[CH:23][CH:22]=[CH:21][CH:20]=1. (6) Given the reactants CS(C)=O.C(Cl)(=O)C(Cl)=O.[CH3:11][Si:12]([CH3:22])([CH3:21])[C:13]#[C:14][C:15]#[C:16][CH2:17][CH2:18][CH2:19][OH:20].C(N(CC)CC)C, predict the reaction product. The product is: [CH3:22][Si:12]([CH3:11])([CH3:21])[C:13]#[C:14][C:15]#[C:16][CH2:17][CH2:18][CH:19]=[O:20]. (7) The product is: [ClH:28].[Cl:28][C:27]1[N:19]([C:16]2[CH:17]=[CH:18][C:13]([O:12][CH2:11][C@H:7]3[CH2:8][CH2:9][CH2:10][N:6]3[CH2:5][CH2:4][C:3]([OH:29])=[O:2])=[CH:14][CH:15]=2)[N:20]=[C:21]2[C:26]=1[CH:25]=[CH:24][CH:23]=[CH:22]2. Given the reactants C[O:2][C:3](=[O:29])[CH2:4][CH2:5][N:6]1[CH2:10][CH2:9][CH2:8][C@@H:7]1[CH2:11][O:12][C:13]1[CH:18]=[CH:17][C:16]([N:19]2[C:27]([Cl:28])=[C:26]3[C:21]([CH:22]=[CH:23][CH:24]=[CH:25]3)=[N:20]2)=[CH:15][CH:14]=1.O.Cl, predict the reaction product. (8) Given the reactants Cl.[CH3:2][O:3][C:4](=[O:22])/[CH:5]=[CH:6]/[C:7]1[CH:8]=[C:9]2[C:18](=[CH:19][CH:20]=1)[O:17][C:12]1([CH2:16][CH2:15][NH:14][CH2:13]1)[CH2:11][C:10]2=[O:21].[CH3:23][N:24]1[C:32]2[C:27](=[CH:28][CH:29]=[CH:30][CH:31]=2)[C:26]([CH:33]=O)=[CH:25]1.[BH-](OC(C)=O)(OC(C)=O)OC(C)=O.[Na+], predict the reaction product. The product is: [CH3:2][O:3][C:4](=[O:22])/[CH:5]=[CH:6]/[C:7]1[CH:8]=[C:9]2[C:18](=[CH:19][CH:20]=1)[O:17][C:12]1([CH2:16][CH2:15][N:14]([CH2:33][C:26]3[C:27]4[C:32](=[CH:31][CH:30]=[CH:29][CH:28]=4)[N:24]([CH3:23])[CH:25]=3)[CH2:13]1)[CH2:11][C:10]2=[O:21]. (9) Given the reactants [Li]CCCC.Br[C:7]1[CH:12]=[CH:11][C:10]([Br:13])=[CH:9][CH:8]=1.[Si]([O:21][CH2:22][C@@H:23](/[N:28]=[CH:29]/[CH:30]([F:32])[F:31])[CH2:24][CH:25]([CH3:27])[CH3:26])(C(C)(C)C)(C)C.[Cl-].[NH4+], predict the reaction product. The product is: [Br:13][C:10]1[CH:11]=[CH:12][C:7]([C@H:29]([NH:28][C@@H:23]([CH2:24][CH:25]([CH3:27])[CH3:26])[CH2:22][OH:21])[CH:30]([F:32])[F:31])=[CH:8][CH:9]=1.